Dataset: Full USPTO retrosynthesis dataset with 1.9M reactions from patents (1976-2016). Task: Predict the reactants needed to synthesize the given product. (1) Given the product [Br:18][C:19]1[CH:20]=[C:21]([CH:24]=[CH:25][C:26]=1[F:27])[CH:22]=[C:9]([C:1]([C:2]1[CH:7]=[CH:6][CH:5]=[CH:4][CH:3]=1)=[O:8])[C:10]([C:11]1[CH:16]=[CH:15][CH:14]=[CH:13][CH:12]=1)=[O:17], predict the reactants needed to synthesize it. The reactants are: [C:1]([CH2:9][C:10](=[O:17])[C:11]1[CH:16]=[CH:15][CH:14]=[CH:13][CH:12]=1)(=[O:8])[C:2]1[CH:7]=[CH:6][CH:5]=[CH:4][CH:3]=1.[Br:18][C:19]1[CH:20]=[C:21]([CH:24]=[CH:25][C:26]=1[F:27])[CH:22]=O. (2) Given the product [CH2:14]1[C@H:23]2[C@H:18]([CH2:19][CH2:20][C:21]3[CH:27]=[CH:26][CH:25]=[CH:24][C:22]=32)[N:17]([C:11]([C:9]2[CH:8]=[CH:7][C:6]3[N:2]([CH3:1])[CH:3]=[N:4][C:5]=3[CH:10]=2)=[O:13])[CH2:16][CH2:15]1, predict the reactants needed to synthesize it. The reactants are: [CH3:1][N:2]1[C:6]2[CH:7]=[CH:8][C:9]([C:11]([OH:13])=O)=[CH:10][C:5]=2[N:4]=[CH:3]1.[CH2:14]1[C@H:23]2[C@H:18]([CH2:19][CH2:20][C:21]3[CH:27]=[CH:26][CH:25]=[CH:24][C:22]=32)[NH:17][CH2:16][CH2:15]1.F[P-](F)(F)(F)(F)F.N1(OC(N(C)C)=[N+](C)C)C2N=CC=CC=2N=N1.